This data is from Reaction yield outcomes from USPTO patents with 853,638 reactions. The task is: Predict the reaction yield, written as a fraction of the theoretical maximum amount of product (1.0 means a 100% yield; for example, 0.34 means a 34% yield). The reactants are Br[C:2]1[CH:22]=[CH:21][C:5]([C:6]([N:8]2[CH2:13][CH2:12][N:11]([C:14]([O:16][C:17]([CH3:20])([CH3:19])[CH3:18])=[O:15])[CH2:10][CH2:9]2)=[O:7])=[CH:4][CH:3]=1.C([Sn](CCCC)(CCCC)[C:28]1[S:29][C:30]2[CH:36]=[CH:35][CH:34]=[CH:33][C:31]=2[N:32]=1)CCC.[Cl-].[Li+]. The catalyst is CN(C=O)C.C1C=CC([P]([Pd]([P](C2C=CC=CC=2)(C2C=CC=CC=2)C2C=CC=CC=2)([P](C2C=CC=CC=2)(C2C=CC=CC=2)C2C=CC=CC=2)[P](C2C=CC=CC=2)(C2C=CC=CC=2)C2C=CC=CC=2)(C2C=CC=CC=2)C2C=CC=CC=2)=CC=1.[Cu]I. The product is [S:29]1[C:30]2[CH:36]=[CH:35][CH:34]=[CH:33][C:31]=2[N:32]=[C:28]1[C:2]1[CH:22]=[CH:21][C:5]([C:6]([N:8]2[CH2:13][CH2:12][N:11]([C:14]([O:16][C:17]([CH3:20])([CH3:19])[CH3:18])=[O:15])[CH2:10][CH2:9]2)=[O:7])=[CH:4][CH:3]=1. The yield is 0.510.